This data is from Reaction yield outcomes from USPTO patents with 853,638 reactions. The task is: Predict the reaction yield, written as a fraction of the theoretical maximum amount of product (1.0 means a 100% yield; for example, 0.34 means a 34% yield). (1) The reactants are [CH2:1]([C:5]1[N:6]([CH2:13][C:14]2[CH:19]=[CH:18][C:17]([C:20]3[C:21]([C:26]#[N:27])=[CH:22][CH:23]=[CH:24][CH:25]=3)=[CH:16][CH:15]=2)[C:7](=[O:12])[CH:8]=[C:9]([CH3:11])[N:10]=1)[CH2:2][CH2:3][CH3:4].[Br:28]Br. The catalyst is C(O)(=O)C.C(OCC)(=O)C. The product is [Br:28][C:8]1[C:7](=[O:12])[N:6]([CH2:13][C:14]2[CH:15]=[CH:16][C:17]([C:20]3[C:21]([C:26]#[N:27])=[CH:22][CH:23]=[CH:24][CH:25]=3)=[CH:18][CH:19]=2)[C:5]([CH2:1][CH2:2][CH2:3][CH3:4])=[N:10][C:9]=1[CH3:11]. The yield is 0.880. (2) The reactants are O1CCCC1.B(F)(F)F.CCOCC.[OH:15][C:16]1[CH:23]=[CH:22][C:19]([CH:20]=O)=[CH:18][CH:17]=1.[CH2:24]([SH:27])[CH2:25][SH:26]. The catalyst is O.C(Cl)Cl. The product is [S:26]1[CH2:25][CH2:24][S:27][CH:20]1[C:19]1[CH:22]=[CH:23][C:16]([OH:15])=[CH:17][CH:18]=1. The yield is 0.953. (3) The reactants are [CH3:1][O:2][C:3]([CH:5]1[C:11](=[O:12])[CH2:10][CH:9]2[N:13]([CH3:14])[CH:6]1[CH2:7][CH2:8]2)=[O:4].[H-].[Na+].N(C1C=CC=CC=1)([S:18]([C:21]([F:24])([F:23])[F:22])(=[O:20])=[O:19])[S:18]([C:21]([F:24])([F:23])[F:22])(=[O:20])=[O:19]. The catalyst is C1COCC1. The product is [CH3:1][O:2][C:3]([C:5]1[C@@H:6]2[N:13]([CH3:14])[C@H:9]([CH2:10][C:11]=1[O:12][S:18]([C:21]([F:24])([F:23])[F:22])(=[O:20])=[O:19])[CH2:8][CH2:7]2)=[O:4]. The yield is 0.780. (4) The reactants are [C:1]([O:9][C@H:10]1[C@H:14]([CH2:15][O:16][C:17](=[O:24])[C:18]2[CH:23]=[CH:22][CH:21]=[CH:20][CH:19]=2)[O:13][C@H:12]([N:25]2[CH:32]=[CH:31][C:29](=[O:30])[NH:28][C:26]2=[O:27])[C@@H:11]1O)(=[O:8])[C:2]1[CH:7]=[CH:6][CH:5]=[CH:4][CH:3]=1.O(C(Cl)=S)C1C=CC=CC=1. The catalyst is ClCCCl.CN(C)C1C=CN=CC=1. The product is [C:1]([O:9][C@H:10]1[C@H:14]([CH2:15][O:16][C:17](=[O:24])[C:18]2[CH:23]=[CH:22][CH:21]=[CH:20][CH:19]=2)[O:13][C@H:12]([N:25]2[CH:32]=[CH:31][C:29](=[O:30])[NH:28][C:26]2=[O:27])[CH2:11]1)(=[O:8])[C:2]1[CH:3]=[CH:4][CH:5]=[CH:6][CH:7]=1. The yield is 0.560. (5) The reactants are [Cl:1][C:2]1[CH:7]=[CH:6][C:5]([N+:8]([O-])=O)=[CH:4][C:3]=1[S:11][CH2:12][C:13](Cl)=C.[CH3:16]COC(C)=O.O. The catalyst is CC(O)=O.[Fe]. The product is [NH2:8][C:5]1[C:4]2[CH:16]=[C:12]([CH3:13])[S:11][C:3]=2[C:2]([Cl:1])=[CH:7][CH:6]=1. The yield is 0.350. (6) The reactants are Cl.[NH2:2][C:3]1[N:12]=[C:11]([C:13]2[CH:18]=[CH:17][CH:16]=[C:15]([OH:19])[CH:14]=2)[C:10]2[C:5](=[CH:6][CH:7]=[C:8]([Cl:20])[CH:9]=2)[N:4]=1.C([NH:28][CH2:29][CH2:30][CH2:31][CH2:32][CH2:33]Br)(OC(C)(C)C)=O.C(=O)([O-])[O-].[K+].[K+].C(O)(C(F)(F)F)=O. The catalyst is ClCCl.CCCCCCC.CN(C=O)C. The product is [NH2:2][C:3]1[N:12]=[C:11]([C:13]2[CH:18]=[CH:17][CH:16]=[C:15]([O:19][CH2:33][CH2:32][CH2:31][CH2:30][CH2:29][NH2:28])[CH:14]=2)[C:10]2[C:5](=[CH:6][CH:7]=[C:8]([Cl:20])[CH:9]=2)[N:4]=1. The yield is 0.586. (7) The product is [C:1]([C:5]1[CH:21]=[CH:20][C:8]([C:9]([NH:11][C:12]2[CH:17]=[CH:16][NH:15][C:14](=[O:18])[CH:13]=2)=[O:10])=[C:7]([O:22][C:23]2[CH:24]=[N:25][C:26]([C:29]([F:31])([F:32])[F:30])=[CH:27][CH:28]=2)[CH:6]=1)([CH3:4])([CH3:2])[CH3:3]. The reactants are [C:1]([C:5]1[CH:21]=[CH:20][C:8]([C:9]([NH:11][C:12]2[CH:17]=[CH:16][N:15]=[C:14]([O:18]C)[CH:13]=2)=[O:10])=[C:7]([O:22][C:23]2[CH:24]=[N:25][C:26]([C:29]([F:32])([F:31])[F:30])=[CH:27][CH:28]=2)[CH:6]=1)([CH3:4])([CH3:3])[CH3:2].[Si](I)(C)(C)C. The yield is 0.130. The catalyst is C(#N)C. (8) The reactants are [Br:1][C:2]1[CH:3]=[C:4]2[C:9](=[CH:10][CH:11]=1)[CH:8]=[C:7]([OH:12])[CH:6]=[CH:5]2.N1C=CN=C1.[Si:18](Cl)([C:21]([CH3:24])([CH3:23])[CH3:22])([CH3:20])[CH3:19]. The catalyst is CN(C)C=O. The product is [Br:1][C:2]1[CH:3]=[C:4]2[C:9](=[CH:10][CH:11]=1)[CH:8]=[C:7]([O:12][Si:18]([C:21]([CH3:24])([CH3:23])[CH3:22])([CH3:20])[CH3:19])[CH:6]=[CH:5]2. The yield is 0.980.